This data is from Full USPTO retrosynthesis dataset with 1.9M reactions from patents (1976-2016). The task is: Predict the reactants needed to synthesize the given product. (1) Given the product [ClH:8].[NH2:9][C:10]1[C:19]2[C:14](=[CH:15][C:16]([O:22][CH3:23])=[C:17]([O:20][CH3:21])[CH:18]=2)[N:13]=[C:12]([N:24]2[CH2:29][CH2:28][N:27]([C:6]([C:2]3[S:1][CH:5]=[CH:4][N:3]=3)=[O:7])[CH2:26][CH2:25]2)[N:11]=1, predict the reactants needed to synthesize it. The reactants are: [S:1]1[CH:5]=[CH:4][N:3]=[C:2]1[C:6]([Cl:8])=[O:7].[NH2:9][C:10]1[C:19]2[C:14](=[CH:15][C:16]([O:22][CH3:23])=[C:17]([O:20][CH3:21])[CH:18]=2)[N:13]=[C:12]([N:24]2[CH2:29][CH2:28][NH:27][CH2:26][CH2:25]2)[N:11]=1. (2) Given the product [C:27]([C:24]1[N:22]2[N:23]=[C:18]([C:16]3[CH:17]=[C:12]([NH:11][S:8]([C:5]4[CH:4]=[CH:3][C:2]([F:1])=[CH:7][CH:6]=4)(=[O:10])=[O:9])[C:13]([O:33][CH3:34])=[N:14][CH:15]=3)[CH:19]=[CH:20][C:21]2=[N:26][CH:25]=1)#[CH:28], predict the reactants needed to synthesize it. The reactants are: [F:1][C:2]1[CH:7]=[CH:6][C:5]([S:8]([NH:11][C:12]2[C:13]([O:33][CH3:34])=[N:14][CH:15]=[C:16]([C:18]3[CH:19]=[CH:20][C:21]4[N:22]([C:24]([C:27]#[C:28][Si](C)(C)C)=[CH:25][N:26]=4)[N:23]=3)[CH:17]=2)(=[O:10])=[O:9])=[CH:4][CH:3]=1.CCCC[N+](CCCC)(CCCC)CCCC.[F-]. (3) Given the product [CH:1]1([NH:7][C:8]([NH:11][CH2:12][C:13]2[CH:21]=[CH:20][CH:19]=[C:18]3[C:14]=2[CH2:15][N:16]([CH:23]2[CH2:28][CH2:27][C:26](=[O:29])[NH:25][C:24]2=[O:30])[C:17]3=[O:22])=[S:9])[CH2:6][CH2:5][CH2:4][CH2:3][CH2:2]1, predict the reactants needed to synthesize it. The reactants are: [CH:1]1([N:7]=[C:8]=[S:9])[CH2:6][CH2:5][CH2:4][CH2:3][CH2:2]1.Cl.[NH2:11][CH2:12][C:13]1[CH:21]=[CH:20][CH:19]=[C:18]2[C:14]=1[CH2:15][N:16]([CH:23]1[CH2:28][CH2:27][C:26](=[O:29])[NH:25][C:24]1=[O:30])[C:17]2=[O:22].C(N(CC)CC)C. (4) Given the product [Cl:1][C:2]1[CH:7]=[C:6]([F:8])[CH:5]=[CH:4][C:3]=1[S:9][C@H:10]1[CH2:14][N:13]([C:38]([CH:35]2[CH2:36][CH2:37][N:34]2[CH:31]2[CH2:30][CH2:29][N:28]([C:26]([O:25][CH2:23][CH3:24])=[O:27])[CH2:33][CH2:32]2)=[O:39])[C@H:12]([C:15](=[O:16])[NH:17][C:18]2([C:21]#[N:22])[CH2:20][CH2:19]2)[CH2:11]1, predict the reactants needed to synthesize it. The reactants are: [Cl:1][C:2]1[CH:7]=[C:6]([F:8])[CH:5]=[CH:4][C:3]=1[S:9][C@H:10]1[CH2:14][NH:13][C@H:12]([C:15]([NH:17][C:18]2([C:21]#[N:22])[CH2:20][CH2:19]2)=[O:16])[CH2:11]1.[CH2:23]([O:25][C:26]([N:28]1[CH2:33][CH2:32][CH:31]([N:34]2[CH2:37][CH2:36][CH:35]2[C:38]([O-])=[O:39])[CH2:30][CH2:29]1)=[O:27])[CH3:24].[Li+].